From a dataset of Reaction yield outcomes from USPTO patents with 853,638 reactions. Predict the reaction yield, written as a fraction of the theoretical maximum amount of product (1.0 means a 100% yield; for example, 0.34 means a 34% yield). (1) The reactants are [NH:1]1[C:5]2[CH:6]=[CH:7][CH:8]=[CH:9][C:4]=2[NH:3][C:2]1=[O:10].[H-].[Na+].[H][H].[CH3:15][O:16][C:17]1[CH:18]=[C:19](/[CH:25]=[CH:26]/[C:27](Cl)=[O:28])[CH:20]=[CH:21][C:22]=1[O:23][CH3:24]. The catalyst is CN(C=O)C. The product is [CH3:15][O:16][C:17]1[CH:18]=[C:19](/[CH:25]=[CH:26]/[C:27]([N:1]2[C:5]3[CH:6]=[CH:7][CH:8]=[CH:9][C:4]=3[NH:3][C:2]2=[O:10])=[O:28])[CH:20]=[CH:21][C:22]=1[O:23][CH3:24]. The yield is 0.370. (2) The reactants are C([O:3][C:4](=[O:26])[CH2:5][N:6]1[C:14]2[CH2:13][CH2:12][N:11]([C:15]([O:17][C:18]([CH3:21])([CH3:20])[CH3:19])=[O:16])[CH2:10][C:9]=2[C:8]([C:22]([F:25])([F:24])[F:23])=[N:7]1)C.[OH-].[Na+]. The catalyst is C(O)C. The product is [C:18]([O:17][C:15]([N:11]1[CH2:12][CH2:13][C:14]2[N:6]([CH2:5][C:4]([OH:26])=[O:3])[N:7]=[C:8]([C:22]([F:24])([F:25])[F:23])[C:9]=2[CH2:10]1)=[O:16])([CH3:21])([CH3:19])[CH3:20]. The yield is 0.460. (3) The reactants are [CH3:1][O:2][C:3](=[O:30])[NH:4][CH:5]([C:9]([N:11]1[CH:17]([C:18]2[NH:19][C:20]([C:23]3[CH:28]=[CH:27][C:26](Br)=[CH:25][CH:24]=3)=[CH:21][N:22]=2)[CH2:16][C:13]2([CH2:15][CH2:14]2)[CH2:12]1)=[O:10])[CH:6]([CH3:8])[CH3:7].B1(B2OC(C)(C)C(C)(C)O2)OC(C)(C)C(C)(C)O1.C([O-])(=O)C.[K+].[CH3:54][O:55][C:56](=[O:87])[NH:57][CH:58]([C:62]([N:64]1[CH:70]([C:71]2[NH:72][C:73]([C:76]3[CH:85]=[CH:84][C:83]4[C:78](=[CH:79][CH:80]=[C:81](Br)[CH:82]=4)[CH:77]=3)=[CH:74][N:75]=2)[CH2:69][C:66]2([CH2:68][CH2:67]2)[CH2:65]1)=[O:63])[CH:59]([CH3:61])[CH3:60].P([O-])([O-])([O-])=O.[K+].[K+].[K+]. The catalyst is O1CCOCC1. The product is [CH3:54][O:55][C:56](=[O:87])[NH:57][CH:58]([C:62]([N:64]1[CH:70]([C:71]2[NH:72][C:73]([C:76]3[CH:85]=[CH:84][C:83]4[C:78](=[CH:79][CH:80]=[C:81]([C:26]5[CH:25]=[CH:24][C:23]([C:20]6[NH:19][C:18]([CH:17]7[CH2:16][C:13]8([CH2:14][CH2:15]8)[CH2:12][N:11]7[C:9](=[O:10])[CH:5]([NH:4][C:3]([O:2][CH3:1])=[O:30])[CH:6]([CH3:8])[CH3:7])=[N:22][CH:21]=6)=[CH:28][CH:27]=5)[CH:82]=4)[CH:77]=3)=[CH:74][N:75]=2)[CH2:69][C:66]2([CH2:68][CH2:67]2)[CH2:65]1)=[O:63])[CH:59]([CH3:61])[CH3:60]. The yield is 0.240. (4) The reactants are Cl[CH2:2][CH2:3][CH2:4][CH:5]([C:16]1O[C:18]([C:21]2[CH:26]=[CH:25][C:24]([C:27]3[O:31][C:30]([CH3:32])=[N:29][CH:28]=3)=[C:23]([O:33][CH3:34])[CH:22]=2)=[N:19][N:20]=1)[C:6]1[CH:11]=[CH:10][C:9]([C:12]([F:15])([F:14])[F:13])=[CH:8][CH:7]=1.[N-:35]=[N+]=[N-].[Na+].C1(P(C2C=CC=CC=2)C2C=CC=CC=2)C=CC=CC=1. The catalyst is CS(C)=O.C1COCC1.O. The product is [CH3:34][O:33][C:23]1[CH:22]=[C:21]([C:18]2[N:35]3[CH2:2][CH2:3][CH2:4][CH:5]([C:6]4[CH:11]=[CH:10][C:9]([C:12]([F:15])([F:14])[F:13])=[CH:8][CH:7]=4)[C:16]3=[N:20][N:19]=2)[CH:26]=[CH:25][C:24]=1[C:27]1[O:31][C:30]([CH3:32])=[N:29][CH:28]=1. The yield is 0.620. (5) The reactants are [C:1]1([CH2:7][CH2:8][CH2:9][OH:10])[CH:6]=[CH:5][CH:4]=[CH:3][CH:2]=1.[H-].[Na+].N1([C:18]([NH:20][CH:21]2[C:29]3[C:24](=[CH:25][C:26]([C:30]([NH:32][C:33]4[CH:38]=[CH:37][CH:36]=[CH:35][C:34]=4[NH:39][C:40](=[O:46])[O:41][C:42]([CH3:45])([CH3:44])[CH3:43])=[O:31])=[CH:27][CH:28]=3)[CH2:23][CH2:22]2)=[O:19])C=CN=C1.CO. The catalyst is C1COCC1. The product is [C:42]([O:41][C:40]([NH:39][C:34]1[CH:35]=[CH:36][CH:37]=[CH:38][C:33]=1[NH:32][C:30]([C:26]1[CH:25]=[C:24]2[C:29](=[CH:28][CH:27]=1)[CH:21]([NH:20][C:18](=[O:19])[O:10][CH2:9][CH2:8][CH2:7][C:1]1[CH:6]=[CH:5][CH:4]=[CH:3][CH:2]=1)[CH2:22][CH2:23]2)=[O:31])=[O:46])([CH3:45])([CH3:43])[CH3:44]. The yield is 0.370. (6) The reactants are [CH3:1][NH:2][CH3:3].[OH:4][C:5]1[CH:10]=[CH:9][C:8]([S:11](Cl)(=[O:13])=[O:12])=[CH:7][C:6]=1[N+:15]([O-:17])=[O:16]. The catalyst is O1CCCC1. The product is [OH:4][C:5]1[CH:10]=[CH:9][C:8]([S:11]([N:2]([CH3:3])[CH3:1])(=[O:13])=[O:12])=[CH:7][C:6]=1[N+:15]([O-:17])=[O:16]. The yield is 0.900. (7) The reactants are [CH3:1][C:2]1[O:6][N:5]=[C:4]([C:7]2[CH:12]=[CH:11][CH:10]=[CH:9][CH:8]=2)[C:3]=1[C:13]1[N:14]=[C:15]2[CH:20]=[C:19]([C:21](O)=[O:22])[CH:18]=[CH:17][N:16]2[CH:24]=1.[CH2:25]([NH2:28])[C:26]#[CH:27]. The product is [CH2:25]([NH:28][C:21]([C:19]1[CH:18]=[CH:17][N:16]2[CH:24]=[C:13]([C:3]3[C:4]([C:7]4[CH:12]=[CH:11][CH:10]=[CH:9][CH:8]=4)=[N:5][O:6][C:2]=3[CH3:1])[N:14]=[C:15]2[CH:20]=1)=[O:22])[C:26]#[CH:27]. The yield is 0.630. No catalyst specified.